This data is from Experimentally validated miRNA-target interactions with 360,000+ pairs, plus equal number of negative samples. The task is: Binary Classification. Given a miRNA mature sequence and a target amino acid sequence, predict their likelihood of interaction. (1) The miRNA is hsa-miR-4430 with sequence AGGCUGGAGUGAGCGGAG. The protein sequence of the target gene is MAKQLQARRLDGIDYNPWVEFVKLASEHDVVNLGQGFPDFPPPDFAVEAFQHAVSGDFMLNQYTKTFGYPPLTKILASFFGELLGQEIDPLRNVLVTVGGYGALFTAFQALVDEGDEVIIIEPFFDCYEPMTMMAGGRPVFVSLKPGPIQNGELGSSSNWQLDPMELAGKFTSRTKALVLNTPNNPLGKVFSREELELVASLCQQHDVVCITDEVYQWMVYDGHQHISIASLPGMWERTLTIGSAGKTFSATGWKVGWVLGPDHIMKHLRTVHQNSVFHCPTQSQAAVAESFEREQLLFR.... Result: 0 (no interaction). (2) The miRNA is hsa-miR-4779 with sequence UAGGAGGGAAUAGUAAAAGCAG. The protein sequence of the target gene is MAAVPELLEQQEEDRSKLRSVSVDLNVDPSLQIDIPDALSERDKVKFTVHTKTTLSTFQSPEFSVTRQHEDFVWLHDTLTETTDYAGLIIPPAPTKPDFDGPREKMQKLGEGEGSMTKEEFAKMKQELEAEYLAVFKKTVSTHEVFLQRLSSHPVLSKDRNFHVFLEYDQDLSVRRKNTKEMFGGFFKSVVKSADEVLFSGVKEVDDFFEQEKNFLINYYNRIKDSCAKADKMTRSHKNVADDYIHTAACLHSLALEEPTVIKKYLLKVAELFEKLRKVEGRVSSDEDLKLTELLRYYML.... Result: 0 (no interaction). (3) The miRNA is hsa-miR-1537-5p with sequence AGCUGUAAUUAGUCAGUUUUCU. Result: 0 (no interaction). The protein sequence of the target gene is MAMWQGAMDNRGFQQGSFSSFQNSSSDEDLMDIPATAMDFSMRDDVPPLDREVGEDKSYNGGGIGSSNRIMDFLEEPIPGVGTYDDFNTIDWVREKSRDRDRHREITNKSKESTWALIHSVSDAFSGWLLMLLIGLLSGSLAGLIDISAHWMTDLKEGICTGGFWFNHEHCCWNSEHVTFEERDKCPEWNSWSQLIISTDEGAFAYIVNYFMYVLWALLFAFLAVSLVKVFAPYACGSGIPEIKTILSGFIIRGYLGKWTLVIKTITLVLAVSSGLSLGKEGPLVHVACCCGNILCHCFN.... (4) The miRNA is hsa-miR-6780a-5p with sequence UUGGGAGGGAAGACAGCUGGAGA. The protein sequence of the target gene is MRLGLLSVALLFVGSSHLYSDHYSPSGRHRLGPSPEPAASSQQAEAVRKRLRRRREGGAHAEDCGTAPLKDVLQGSRIIGGTEAQAGAWPWVVSLQIKYGRVLVHVCGGTLVRERWVLTAAHCTKDASDPLMWTAVIGTNNIHGRYPHTKKIKIKAIIIHPNFILESYVNDIALFHLKKAVRYNDYIQPICLPFDVFQILDGNTKCFISGWGRTKEEGNATNILQDAEVHYISREMCNSERSYGGIIPNTSFCAGDEDGAFDTCRGDSGGPLMCYLPEYKRFFVMGITSYGHGCGRRGFP.... Result: 1 (interaction). (5) The miRNA is hsa-miR-760 with sequence CGGCUCUGGGUCUGUGGGGA. The protein sequence of the target gene is MSVAGLKKQFHKATQKVSEKVGGAEGTKLDDDFKEMERKVDVTSRAVMEIMTKTIEYLQPNPASRAKLSMINTMSKIRGQEKGPGYPQAEALLAEAMLKFGRELGDDCNFGPALGEVGEAMRELSEVKDSLDMEVKQNFIDPLQNLHDKDLREIQHHLKKLEGRRLDFDYKKKRQGKIPDEELRQALEKFDESKEIAESSMFNLLEMDIEQVSQLSALVQAQLEYHKQAVQILQQVTVRLEERIRQASSQPRREYQPKPRMSLEFATGDSTQPNGGLSHTGTPKPPGVQMDQPCCRALYD.... Result: 0 (no interaction). (6) The protein sequence of the target gene is MAPKVSDSVEQLRAAGNQNFRNGQYGEASALYERALRLLQARGSADPEEESVLYSNRAACYLKDGNCTDCIKDCTSALALVPFSIKPLLRRASAYEALEKYALAYVDYKTVLQIDNSVASALEGINRITRALMDSLGPEWRLKLPPIPVVPVSAQKRWNSLPSDNHKETAKTKSKEATATKSRVPSAGDVERAKALKEEGNDLVKKGNHKKAIEKYSESLLCSSLESATYSNRALCHLVLKQYKEAVKDCTEALKLDGKNVKAFYRRAQAYKALKDYKSSLSDISSLLQIEPRNGPAQKL.... The miRNA is cel-miR-65-5p with sequence UAUGACACUGAAGCGUAACCGAA. Result: 0 (no interaction). (7) The miRNA is hsa-miR-5197-3p with sequence AAGAAGAGACUGAGUCAUCGAAU. The protein sequence of the target gene is MSDEKNLGVSQKLVSPSRSTSSCSSKQGSRQDSWEVVEGLRGEMTYTQEPPVQKGFLLKKRKWPLKGWHKRFFCLEKGILKYAKSQADIEREKLHGCIDVGLSVMSVKKSSKCIDLDTEEHIYHLKVKSEELFDEWVSKLRHHRMYRQNEIAMFPRDVNHFFSGSSVTDSAPGVFESVSSRKRSSLSKQNSFPPGSNLSFSCGGDTRVPFWLQSSEDMEKCSKDMAHCHAYLLEMSQLLESMDVLHRTYSAPAINAIQVPKPFSGPVRLHSSNPNLSTLDFGEEKSYSDGSEASSEFSKM.... Result: 0 (no interaction). (8) The protein sequence of the target gene is MPNEGIPHSSQTQEQDCLQSQPVSNNEEMAIKQESGGDGEVEEYLSFRSVGDGLSTSAVGCASAAPRRGPALLHIDRHQIQAVEPSAQALELQGLGVDVYDQDVLEQGVLQQVDNAIHEASRASQLVDVEKEYRSVLDDLTSCTTSLRQINKIIEQLSPQAATSRDINRKLDSVKRQKYNKEQQLKKITAKQKHLQAILGGAEVKIELDHASLEEDAEPGPSSLGSMLMPVQETAWEELIRTGQMTPFGTQIPQKQEKKPRKIMLNEASGFEKYLADQAKLSFERKKQGCNKRAARKAPA.... Result: 0 (no interaction). The miRNA is ssc-miR-181d-5p with sequence AACAUUCAUUGUUGUCGGUGGGUU. (9) The miRNA is hsa-miR-1-3p with sequence UGGAAUGUAAAGAAGUAUGUAU. The protein sequence of the target gene is MVSAAAPSLLILLLLLLGSVPATDARSVPLKATFLEDVAGSGEAEGSSASSPSLPPPWTPALSPTSMGPQPITLGGPSPPTNFLDGIVDFFRQYVMLIAVVGSLAFLLMFIVCAAVITRQKQKASAYYPSSFPKKKYVDQSDRAGGPRAFSEVPDRAPDSRPEEALDSSRQLQADILAATQNLKSPTRAALGGGDGARMVEGRGAEEEEKGSQEGDQEVQGHGVPVETPEAQEEPCSGVLEGAVVAGEGQGELEGSLLLAQEAQGPVGPPESPCACSSVHPSV. Result: 0 (no interaction). (10) The miRNA is hsa-miR-320d with sequence AAAAGCUGGGUUGAGAGGA. The protein sequence of the target gene is MTPQSLLQTTLFLLSLLFLVQGAHGRGHREDFRFCSQRNQTHRSSLHYKPTPDLRISIENSEEALTVHAPFPAAHPASRSFPDPRGLYHFCLYWNRHAGRLHLLYGKRDFLLSDKASSLLCFQHQEESLAQGPPLLATSVTSWWSPQNISLPSAASFTFSFHSPPHTAAHNASVDMCELKRDLQLLSQFLKHPQKASRRPSAAPASQQLQSLESKLTSVRFMGDMVSFEEDRINATVWKLQPTAGLQDLHIHSRQEEEQSEIMEYSVLLPRTLFQRTKGRSGEAEKRLLLVDFSSQALFQ.... Result: 0 (no interaction).